From a dataset of Forward reaction prediction with 1.9M reactions from USPTO patents (1976-2016). Predict the product of the given reaction. (1) Given the reactants FC1C([O:8][C:9]([C:11]2[CH:12]=[N:13][C:14]3[C:19]([C:20]=2[NH:21][CH2:22][C:23]2[CH:28]=[CH:27][C:26]([O:29][CH3:30])=[C:25]([Cl:31])[CH:24]=2)=[CH:18][C:17]([C:32]#[N:33])=[CH:16][CH:15]=3)=O)=C(F)C(F)=C(F)C=1F, predict the reaction product. The product is: [Cl:31][C:25]1[CH:24]=[C:23]([CH2:22][NH:21][C:20]2[C:19]3[C:14](=[CH:15][CH:16]=[C:17]([C:32]#[N:33])[CH:18]=3)[N:13]=[CH:12][C:11]=2[CH2:9][OH:8])[CH:28]=[CH:27][C:26]=1[O:29][CH3:30]. (2) Given the reactants [CH:1]1([N:4]2[C:8]([O:9][CH2:10][C:11]3[N:12]=[N:13][N:14]([C:16]4[CH:21]=[CH:20][CH:19]=[C:18](I)[CH:17]=4)[N:15]=3)=[N:7][N:6]=[C:5]2[C:23]2[CH:28]=[CH:27][N:26]=[CH:25][CH:24]=2)[CH2:3][CH2:2]1.[CH3:29][N:30](C=O)C, predict the reaction product. The product is: [CH:1]1([N:4]2[C:5]([C:23]3[CH:28]=[CH:27][N:26]=[CH:25][CH:24]=3)=[N:6][N:7]=[C:8]2[O:9][CH2:10][C:11]2[N:12]=[N:13][N:14]([C:16]3[CH:17]=[C:18]([CH:19]=[CH:20][CH:21]=3)[C:29]#[N:30])[N:15]=2)[CH2:3][CH2:2]1. (3) Given the reactants [F:1][C:2]1[CH:7]=[C:6]([C:8]([F:11])([F:10])[F:9])[CH:5]=[CH:4][C:3]=1B(O)O.Br[C:16]1[CH:39]=[CH:38][C:19]([CH2:20][N:21]2[CH:26]=[C:25]3[N:27]=[C:28]([C:30]4[CH:35]=[CH:34][CH:33]=[C:32]([F:36])[C:31]=4[F:37])[N:29]=[C:24]3[CH:23]=[N:22]2)=[CH:18][CH:17]=1, predict the reaction product. The product is: [F:37][C:31]1[C:32]([F:36])=[CH:33][CH:34]=[CH:35][C:30]=1[C:28]1[N:29]=[C:24]2[CH:23]=[N:22][N:21]([CH2:20][C:19]3[CH:18]=[CH:17][C:16]([C:3]4[CH:4]=[CH:5][C:6]([C:8]([F:11])([F:10])[F:9])=[CH:7][C:2]=4[F:1])=[CH:39][CH:38]=3)[CH:26]=[C:25]2[N:27]=1. (4) Given the reactants [CH:1]1([CH:5]=O)[CH2:4][CH2:3][CH2:2]1.[NH2:7][C:8]1[CH:13]=[CH:12][CH:11]=[CH:10][CH:9]=1.P(O)(OC1C=CC=CC=1)(OC1C=CC=CC=1)=O.[CH:31](/[NH:34][C:35](=[O:44])[O:36][CH2:37][C:38]1[CH:43]=[CH:42][CH:41]=[CH:40][CH:39]=1)=[CH:32]\[CH3:33], predict the reaction product. The product is: [CH:1]1([C@H:5]2[C@H:32]([CH3:33])[C@@H:31]([NH:34][C:35](=[O:44])[O:36][CH2:37][C:38]3[CH:39]=[CH:40][CH:41]=[CH:42][CH:43]=3)[C:13]3[C:8](=[CH:9][CH:10]=[CH:11][CH:12]=3)[NH:7]2)[CH2:2][CH2:3][CH2:4]1.